Dataset: NCI-60 drug combinations with 297,098 pairs across 59 cell lines. Task: Regression. Given two drug SMILES strings and cell line genomic features, predict the synergy score measuring deviation from expected non-interaction effect. (1) Drug 1: CN1CCC(CC1)COC2=C(C=C3C(=C2)N=CN=C3NC4=C(C=C(C=C4)Br)F)OC. Drug 2: C1=NC2=C(N1)C(=S)N=CN2. Cell line: NCI-H522. Synergy scores: CSS=17.0, Synergy_ZIP=-14.9, Synergy_Bliss=-18.9, Synergy_Loewe=-24.8, Synergy_HSA=-17.5. (2) Drug 1: CC(C1=C(C=CC(=C1Cl)F)Cl)OC2=C(N=CC(=C2)C3=CN(N=C3)C4CCNCC4)N. Drug 2: CNC(=O)C1=CC=CC=C1SC2=CC3=C(C=C2)C(=NN3)C=CC4=CC=CC=N4. Cell line: HS 578T. Synergy scores: CSS=5.08, Synergy_ZIP=4.81, Synergy_Bliss=10.5, Synergy_Loewe=3.50, Synergy_HSA=4.49. (3) Drug 1: CC(CN1CC(=O)NC(=O)C1)N2CC(=O)NC(=O)C2. Drug 2: CCC1(CC2CC(C3=C(CCN(C2)C1)C4=CC=CC=C4N3)(C5=C(C=C6C(=C5)C78CCN9C7C(C=CC9)(C(C(C8N6C=O)(C(=O)OC)O)OC(=O)C)CC)OC)C(=O)OC)O.OS(=O)(=O)O. Cell line: HS 578T. Synergy scores: CSS=56.1, Synergy_ZIP=-1.12, Synergy_Bliss=1.18, Synergy_Loewe=-22.6, Synergy_HSA=0.580. (4) Drug 1: C1=C(C(=O)NC(=O)N1)F. Cell line: 786-0. Drug 2: CC1=C(N=C(N=C1N)C(CC(=O)N)NCC(C(=O)N)N)C(=O)NC(C(C2=CN=CN2)OC3C(C(C(C(O3)CO)O)O)OC4C(C(C(C(O4)CO)O)OC(=O)N)O)C(=O)NC(C)C(C(C)C(=O)NC(C(C)O)C(=O)NCCC5=NC(=CS5)C6=NC(=CS6)C(=O)NCCC[S+](C)C)O. Synergy scores: CSS=43.6, Synergy_ZIP=-2.77, Synergy_Bliss=-0.891, Synergy_Loewe=1.19, Synergy_HSA=3.44. (5) Drug 1: C(=O)(N)NO. Drug 2: C1=NC2=C(N1)C(=S)N=CN2. Cell line: SNB-19. Synergy scores: CSS=4.42, Synergy_ZIP=1.40, Synergy_Bliss=6.45, Synergy_Loewe=-13.0, Synergy_HSA=0.509. (6) Drug 1: C1=CC(=CC=C1CCC2=CNC3=C2C(=O)NC(=N3)N)C(=O)NC(CCC(=O)O)C(=O)O. Drug 2: CCC1(CC2CC(C3=C(CCN(C2)C1)C4=CC=CC=C4N3)(C5=C(C=C6C(=C5)C78CCN9C7C(C=CC9)(C(C(C8N6C)(C(=O)OC)O)OC(=O)C)CC)OC)C(=O)OC)O.OS(=O)(=O)O. Cell line: SK-MEL-2. Synergy scores: CSS=23.0, Synergy_ZIP=-6.40, Synergy_Bliss=-8.96, Synergy_Loewe=-27.4, Synergy_HSA=-6.01.